Dataset: Peptide-MHC class II binding affinity with 134,281 pairs from IEDB. Task: Regression. Given a peptide amino acid sequence and an MHC pseudo amino acid sequence, predict their binding affinity value. This is MHC class II binding data. (1) The binding affinity (normalized) is 0.182. The peptide sequence is AVTFVNAPALAAERG. The MHC is HLA-DQA10201-DQB10202 with pseudo-sequence HLA-DQA10201-DQB10202. (2) The peptide sequence is AAATAGTTVYGPFAA. The MHC is HLA-DPA10103-DPB10401 with pseudo-sequence HLA-DPA10103-DPB10401. The binding affinity (normalized) is 0.